This data is from Forward reaction prediction with 1.9M reactions from USPTO patents (1976-2016). The task is: Predict the product of the given reaction. (1) The product is: [CH3:18][N:19]1[CH2:24][CH2:23][N:22]([CH2:2][CH2:3][C:4]2[CH:5]=[CH:6][C:7]3[N:8]([C:10]([C:13]([O:15][CH3:16])=[O:14])=[CH:11][N:12]=3)[CH:9]=2)[CH2:21][CH2:20]1. Given the reactants O=[CH:2][CH2:3][C:4]1[CH:5]=[CH:6][C:7]2[N:8]([C:10]([C:13]([O:15][CH2:16]C)=[O:14])=[CH:11][N:12]=2)[CH:9]=1.[CH3:18][N:19]1[CH2:24][CH2:23][NH:22][CH2:21][CH2:20]1.C(O[BH-](OC(=O)C)OC(=O)C)(=O)C.[Na+], predict the reaction product. (2) Given the reactants [Br:1][C:2]1[CH:3]=[C:4]([CH2:11][OH:12])[CH:5]=[C:6]([N+:8]([O-])=O)[CH:7]=1, predict the reaction product. The product is: [NH2:8][C:6]1[CH:5]=[C:4]([CH2:11][OH:12])[CH:3]=[C:2]([Br:1])[CH:7]=1. (3) Given the reactants [F:1][C:2]1[CH:11]=[CH:10][CH:9]=[C:8]2[C:3]=1[C:4](=[O:26])[N:5]([CH:23]1[CH2:25][CH2:24]1)[C:6]([C@@H:12]([NH:15]C(=O)OC(C)(C)C)[CH2:13][CH3:14])=[N:7]2.Cl.O.C([O-])(O)=O.[Na+], predict the reaction product. The product is: [NH2:15][C@H:12]([C:6]1[N:5]([CH:23]2[CH2:24][CH2:25]2)[C:4](=[O:26])[C:3]2[C:8](=[CH:9][CH:10]=[CH:11][C:2]=2[F:1])[N:7]=1)[CH2:13][CH3:14]. (4) Given the reactants [F:1][C:2]([F:14])([F:13])[O:3][C:4]1[CH:12]=[CH:11][C:7]([CH:8]=[N:9]O)=[CH:6][CH:5]=1.[ClH:15], predict the reaction product. The product is: [ClH:15].[F:1][C:2]([F:13])([F:14])[O:3][C:4]1[CH:12]=[CH:11][C:7]([CH2:8][NH2:9])=[CH:6][CH:5]=1. (5) Given the reactants Br[C:2]1[CH:3]=[C:4]2[O:10][C:9]([NH:11][C:12]([O:14][C:15]([CH3:18])([CH3:17])[CH3:16])=[O:13])=[C:8]([C:19]([O:21][CH2:22][CH3:23])=[O:20])[C:5]2=[N:6][CH:7]=1.[CH:24]1([B-](F)(F)F)[CH2:26][CH2:25]1.[K+].C([O-])([O-])=O.[Cs+].[Cs+].C12(P(C34CC5CC(CC(C5)C3)C4)CCCC)CC3CC(CC(C3)C1)C2, predict the reaction product. The product is: [C:15]([O:14][C:12]([NH:11][C:9]1[O:10][C:4]2[C:5](=[N:6][CH:7]=[C:2]([CH:24]3[CH2:26][CH2:25]3)[CH:3]=2)[C:8]=1[C:19]([O:21][CH2:22][CH3:23])=[O:20])=[O:13])([CH3:18])([CH3:17])[CH3:16]. (6) Given the reactants CN(C)C=CC([C:7]1[CH:12]=[CH:11][CH:10]=[CH:9][C:8]=1[N:13]([CH3:17])[C:14](=[O:16])[CH3:15])=O.[NH2:19][C:20]1[NH:24][N:23]=[CH:22][C:21]=1[C:25]([C:27]1[S:28][CH:29]=[CH:30][CH:31]=1)=[O:26].ClCCl.[CH3:35]O.[C:37](O)(=O)[CH3:38], predict the reaction product. The product is: [CH3:17][N:13]([C:8]1[CH:7]=[CH:12][CH:11]=[C:10]([C:35]2[N:24]3[N:23]=[CH:22][C:21]([C:25]([C:27]4[S:28][CH:29]=[CH:30][CH:31]=4)=[O:26])=[C:20]3[N:19]=[CH:38][CH:37]=2)[CH:9]=1)[C:14](=[O:16])[CH3:15]. (7) Given the reactants C(=O)([O-])[O-].[K+].[K+].[NH2:7][C:8]1[C:21]([Cl:22])=[CH:20][C:19]([Cl:23])=[CH:18][C:9]=1[C:10]([N:12]=[S:13]([CH2:16][CH3:17])[CH2:14][CH3:15])=[O:11].[Cl:24][C:25]1[C:26]([N:31]2[C:35]([C:36](Cl)=[O:37])=[CH:34][C:33]([C:39]([F:42])([F:41])[F:40])=[N:32]2)=[N:27][CH:28]=[CH:29][CH:30]=1.O, predict the reaction product. The product is: [Cl:24][C:25]1[C:26]([N:31]2[C:35]([C:36]([NH:7][C:8]3[C:9]([C:10](=[O:11])[N:12]=[S:13]([CH2:14][CH3:15])[CH2:16][CH3:17])=[CH:18][C:19]([Cl:23])=[CH:20][C:21]=3[Cl:22])=[O:37])=[CH:34][C:33]([C:39]([F:42])([F:40])[F:41])=[N:32]2)=[N:27][CH:28]=[CH:29][CH:30]=1. (8) Given the reactants [Cl:1][C:2]1[CH:7]=[CH:6][C:5]([C:8]2[S:26][CH:11]3[C:12](=[O:25])[N:13]([C:16]4[CH:21]=[CH:20][C:19]([OH:22])=[C:18]([O:23][CH3:24])[CH:17]=4)[CH:14]=[CH:15][CH:10]3[CH:9]=2)=[CH:4][CH:3]=1.C([O-])([O-])=O.[K+].[K+].Cl.Cl[CH2:35][CH:36]1[N:40]([CH3:41])[CH:39]=[N:38][CH2:37]1.Cl, predict the reaction product. The product is: [ClH:1].[Cl:1][C:2]1[CH:7]=[CH:6][C:5]([C:8]2[S:26][C:11]3[C:12](=[O:25])[N:13]([C:16]4[CH:21]=[CH:20][C:19]([O:22][CH2:35][C:36]5[N:40]([CH3:41])[CH:39]=[N:38][CH:37]=5)=[C:18]([O:23][CH3:24])[CH:17]=4)[CH:14]=[CH:15][C:10]=3[CH:9]=2)=[CH:4][CH:3]=1. (9) Given the reactants [OH:1][C:2]([C:22]1[CH:23]=[C:24]([CH3:28])[CH:25]=[CH:26][CH:27]=1)([C:15]1[CH:16]=[C:17]([CH3:21])[CH:18]=[CH:19][CH:20]=1)[CH2:3][NH:4]C(=O)OCC1C=CC=CC=1, predict the reaction product. The product is: [NH2:4][CH2:3][C:2]([C:22]1[CH:23]=[C:24]([CH3:28])[CH:25]=[CH:26][CH:27]=1)([C:15]1[CH:16]=[C:17]([CH3:21])[CH:18]=[CH:19][CH:20]=1)[OH:1].